Dataset: Catalyst prediction with 721,799 reactions and 888 catalyst types from USPTO. Task: Predict which catalyst facilitates the given reaction. (1) Reactant: Br[C:2]1[CH:8]=[CH:7][C:6]([C:9]([F:12])([F:11])[F:10])=[CH:5][C:3]=1[NH2:4].C(O[C:16]([S:18][K])=[S:17])C.O.Cl. Product: [F:10][C:9]([F:12])([F:11])[C:6]1[CH:7]=[CH:8][C:2]2[S:17][C:16]([SH:18])=[N:4][C:3]=2[CH:5]=1. The catalyst class is: 9. (2) Reactant: [F:1][C:2]1[CH:7]=[C:6]([F:8])[CH:5]=[CH:4][C:3]=1[OH:9].[H-].[Na+].F[C:13]1[CH:18]=[CH:17][C:16]([S:19]([NH2:22])(=[O:21])=[O:20])=[CH:15][C:14]=1[N+:23]([O-:25])=[O:24].C(OCC)(=O)C. Product: [F:1][C:2]1[CH:7]=[C:6]([F:8])[CH:5]=[CH:4][C:3]=1[O:9][C:13]1[CH:18]=[CH:17][C:16]([S:19]([NH2:22])(=[O:21])=[O:20])=[CH:15][C:14]=1[N+:23]([O-:25])=[O:24]. The catalyst class is: 9. (3) Product: [CH:36]1([C:32]2[CH:31]=[C:30]([C:26]3[CH:25]=[C:24]([C:22]4[CH2:21][C:20](=[O:41])[NH:19][C:9]5[CH:10]=[C:11]([C:15]([F:16])([F:18])[F:17])[C:12]([CH3:14])=[CH:13][C:8]=5[N:7]=4)[CH:29]=[CH:28][CH:27]=3)[CH:35]=[CH:34][N:33]=2)[CH2:37][CH2:38][CH2:39][CH2:40]1. The catalyst class is: 2. Reactant: C(OC(=O)[NH:7][C:8]1[CH:13]=[C:12]([CH3:14])[C:11]([C:15]([F:18])([F:17])[F:16])=[CH:10][C:9]=1[NH:19][C:20](=[O:41])[CH2:21][C:22]([C:24]1[CH:29]=[CH:28][CH:27]=[C:26]([C:30]2[CH:35]=[CH:34][N:33]=[C:32]([CH:36]3[CH2:40][CH2:39][CH2:38][CH2:37]3)[CH:31]=2)[CH:25]=1)=O)(C)(C)C.C(O)(C(F)(F)F)=O. (4) Reactant: CCN(CC)CC.[CH2:8]1[CH2:14][O:13][CH2:12][CH2:11][NH:10][CH2:9]1.Cl.[O:16]1[C:20]2([CH2:25][CH2:24][C:23](=O)[CH2:22][CH2:21]2)[O:19][CH2:18][CH2:17]1.C(O)(=O)C.[BH-](OC(C)=O)(OC(C)=O)OC(C)=O.[Na+]. Product: [O:16]1[C:20]2([CH2:25][CH2:24][CH:23]([N:10]3[CH2:9][CH2:8][CH2:14][O:13][CH2:12][CH2:11]3)[CH2:22][CH2:21]2)[O:19][CH2:18][CH2:17]1. The catalyst class is: 26. (5) Reactant: C([O:5][C:6]([C@H:8]1[CH2:12][CH2:11][CH2:10][N:9]1[C:13](=[O:37])[CH2:14][CH2:15][N:16]([CH2:21][CH2:22][C:23]([N:25]1[CH2:29][CH2:28][CH2:27][C@@H:26]1[C:30]([O:32]C(C)(C)C)=[O:31])=[O:24])[CH2:17][CH2:18][O:19][CH3:20])=[O:7])(C)(C)C.[F:38][C:39]([F:44])([F:43])[C:40]([OH:42])=[O:41]. Product: [F:38][C:39]([F:44])([F:43])[C:40]([OH:42])=[O:41].[C:30]([C@H:26]1[CH2:27][CH2:28][CH2:29][N:25]1[C:23](=[O:24])[CH2:22][CH2:21][N:16]([CH2:17][CH2:18][O:19][CH3:20])[CH2:15][CH2:14][C:13]([N:9]1[CH2:10][CH2:11][CH2:12][C@@H:8]1[C:6]([OH:7])=[O:5])=[O:37])([OH:32])=[O:31]. The catalyst class is: 46.